Predict the reaction yield, written as a fraction of the theoretical maximum amount of product (1.0 means a 100% yield; for example, 0.34 means a 34% yield). From a dataset of Reaction yield outcomes from USPTO patents with 853,638 reactions. (1) The reactants are C[O:2][P:3]([CH2:7][C:8]([CH3:25])=[CH:9][CH2:10][C:11]1[C:12]([OH:24])=[C:13]2[C:17](=[C:18]([CH3:22])[C:19]=1[O:20][CH3:21])[CH2:16][O:15][C:14]2=[O:23])(=[O:6])[O:4]C.C[Si](Br)(C)C.N1C(C)=CC=CC=1C. The catalyst is C(#N)C. The product is [OH:24][C:12]1[C:11]([CH2:10][CH:9]=[C:8]([CH3:25])[CH2:7][P:3](=[O:2])([OH:6])[OH:4])=[C:19]([O:20][CH3:21])[C:18]([CH3:22])=[C:17]2[C:13]=1[C:14](=[O:23])[O:15][CH2:16]2. The yield is 0.730. (2) The reactants are C(O)(=O)C.[CH3:5][O:6][C:7]1[C:12]([O:13][CH3:14])=[CH:11][C:10]([C:15]2[N:16]=[N:17][N:18]([C:20]3[CH:41]=[CH:40][C:23]([CH2:24][CH2:25][N:26]4[CH2:35][CH2:34][C:33]5[C:28](=[CH:29][C:30]([O:38][CH3:39])=[C:31]([O:36][CH3:37])[CH:32]=5)[CH2:27]4)=[CH:22][CH:21]=3)[N:19]=2)=[C:9]([N+:42]([O-])=O)[CH:8]=1.C(Cl)(Cl)Cl.CO.C(Cl)(Cl)Cl. The catalyst is [Fe].O. The product is [CH3:37][O:36][C:31]1[CH:32]=[C:33]2[C:28](=[CH:29][C:30]=1[O:38][CH3:39])[CH2:27][N:26]([CH2:25][CH2:24][C:23]1[CH:40]=[CH:41][C:20]([N:18]3[N:17]=[N:16][C:15]([C:10]4[CH:11]=[C:12]([O:13][CH3:14])[C:7]([O:6][CH3:5])=[CH:8][C:9]=4[NH2:42])=[N:19]3)=[CH:21][CH:22]=1)[CH2:35][CH2:34]2. The yield is 0.870. (3) The reactants are [Cl:1][C:2]1[CH:3]=[C:4]([CH:8]=[C:9]([Cl:12])[C:10]=1[F:11])[C:5](Cl)=[O:6].ClC1C=C(C(F)(F)F)C=C(Cl)C=1F.S(=O)(=O)(O)[OH:27].ClS(O)(=O)=O. No catalyst specified. The product is [Cl:1][C:2]1[CH:3]=[C:4]([CH:8]=[C:9]([Cl:12])[C:10]=1[F:11])[C:5]([OH:27])=[O:6]. The yield is 0.490. (4) The reactants are C1([O:7][C:8](=O)[N:9]([C:19]2[CH:24]=[C:23]([O:25][C:26]3[CH:31]=[CH:30][C:29]([NH:32][C:33]([C:35]4([C:38](=[O:47])[NH:39][C:40]5[CH:45]=[CH:44][C:43]([F:46])=[CH:42][CH:41]=5)[CH2:37][CH2:36]4)=[O:34])=[CH:28][CH:27]=3)[CH:22]=[CH:21][N:20]=2)C(OC2C=CC=CC=2)=O)C=CC=CC=1.Cl.Cl.[N:51]1([CH:55]2[CH2:60][CH2:59][NH:58][CH2:57][CH2:56]2)[CH2:54][CH2:53][CH2:52]1.C(N(CC)CC)C.O. The catalyst is CN(C)C=O. The product is [N:51]1([CH:55]2[CH2:60][CH2:59][N:58]([C:8]([NH:9][C:19]3[CH:24]=[C:23]([O:25][C:26]4[CH:27]=[CH:28][C:29]([NH:32][C:33]([C:35]5([C:38]([NH:39][C:40]6[CH:41]=[CH:42][C:43]([F:46])=[CH:44][CH:45]=6)=[O:47])[CH2:37][CH2:36]5)=[O:34])=[CH:30][CH:31]=4)[CH:22]=[CH:21][N:20]=3)=[O:7])[CH2:57][CH2:56]2)[CH2:54][CH2:53][CH2:52]1. The yield is 0.651. (5) The reactants are C(OC([N:8]1[C:12]2[CH:13]=[CH:14][CH:15]=[CH:16][C:11]=2[N:10]=[C:9]1[CH2:17][N:18]([CH2:27][CH2:28][CH2:29][CH2:30][NH:31][C:32]([O:34][C:35]([CH3:38])([CH3:37])[CH3:36])=[O:33])[CH2:19][C:20]1[C:25]([CH3:26])=[CH:24][CH:23]=[CH:22][N:21]=1)=O)(C)(C)C.NN. The catalyst is CCO. The product is [C:35]([O:34][C:32](=[O:33])[NH:31][CH2:30][CH2:29][CH2:28][CH2:27][N:18]([CH2:17][C:9]1[NH:10][C:11]2[CH:16]=[CH:15][CH:14]=[CH:13][C:12]=2[N:8]=1)[CH2:19][C:20]1[C:25]([CH3:26])=[CH:24][CH:23]=[CH:22][N:21]=1)([CH3:38])([CH3:36])[CH3:37]. The yield is 0.620. (6) The reactants are [C:1]1([C:7]2[CH:42]=[CH:41][C:10]([C:11]([O:13][C@@H:14]3[CH2:22][C@@H:17]4[O:18][C:19](=[O:21])[CH2:20][C@@H:16]4[C@H:15]3/[CH:23]=[CH:24]/[C@@H:25]([O:34][CH:35]3[CH2:40][CH2:39][CH2:38][CH2:37][O:36]3)[CH2:26][CH2:27][C:28]3[CH:33]=[CH:32][CH:31]=[CH:30][CH:29]=3)=[O:12])=[CH:9][CH:8]=2)[CH:6]=[CH:5][CH:4]=[CH:3][CH:2]=1.C(OCC)(=O)C. The catalyst is [Pd].CC#N. The product is [C:1]1([C:7]2[CH:42]=[CH:41][C:10]([C:11]([O:13][C@@H:14]3[CH2:22][C@@H:17]4[O:18][C:19](=[O:21])[CH2:20][C@@H:16]4[C@H:15]3[CH2:23][CH2:24][C@@H:25]([O:34][CH:35]3[CH2:40][CH2:39][CH2:38][CH2:37][O:36]3)[CH2:26][CH2:27][C:28]3[CH:33]=[CH:32][CH:31]=[CH:30][CH:29]=3)=[O:12])=[CH:9][CH:8]=2)[CH:2]=[CH:3][CH:4]=[CH:5][CH:6]=1. The yield is 0.890. (7) The reactants are [C:1]([C:3]1[CH:21]=[C:20]([N+:22]([O-])=O)[CH:19]=[CH:18][C:4]=1[N:5]([CH2:12][CH2:13][CH2:14][CH2:15][CH2:16][CH3:17])[CH2:6][CH2:7][CH2:8][CH2:9][CH2:10][CH3:11])#[N:2]. The catalyst is CO.[Pd]. The product is [C:1]([C:3]1[CH:21]=[C:20]([NH2:22])[CH:19]=[CH:18][C:4]=1[N:5]([CH2:12][CH2:13][CH2:14][CH2:15][CH2:16][CH3:17])[CH2:6][CH2:7][CH2:8][CH2:9][CH2:10][CH3:11])#[N:2]. The yield is 0.590.